This data is from Catalyst prediction with 721,799 reactions and 888 catalyst types from USPTO. The task is: Predict which catalyst facilitates the given reaction. Reactant: [Br:1][C:2]1[CH:3]=[CH:4][C:5]([CH2:8][NH:9][C:10](=O)[CH3:11])=[N:6][CH:7]=1.O=P(Cl)(Cl)Cl. Product: [Br:1][C:2]1[CH:3]=[CH:4][C:5]2[N:6]([C:10]([CH3:11])=[N:9][CH:8]=2)[CH:7]=1. The catalyst class is: 11.